Dataset: Reaction yield outcomes from USPTO patents with 853,638 reactions. Task: Predict the reaction yield, written as a fraction of the theoretical maximum amount of product (1.0 means a 100% yield; for example, 0.34 means a 34% yield). (1) The reactants are [CH2:1]([NH:4][C:5]([NH2:7])=[O:6])[CH2:2][CH3:3].[C:8](CC(OCC)=O)#[N:9].[O-:16][CH2:17][CH3:18].[Na+]. The catalyst is C(O)C. The product is [NH2:9][C:8]1[N:4]([CH2:1][CH2:2][CH3:3])[C:5](=[O:6])[NH:7][C:17](=[O:16])[CH:18]=1. The yield is 0.520. (2) The reactants are [CH2:1]([O:8][C@@H:9]1[C@@H:47]([O:48][CH2:49][C:50]2[CH:55]=[CH:54][CH:53]=[CH:52][CH:51]=2)[C@@H:46]([O:56][C@@H:57]2[O:124][C@H:123]([CH2:125][O:126]C(=O)C3C=CC=CC=3)[C@@H:78]([O:79][C@@H:80]3[O:112][C@H:111]([CH2:113][O:114]C(=O)C4C=CC=CC=4)[C@@H:101]([O:102]C(=O)C4C=CC=CC=4)[C@H:91]([O:92]C(=O)C4C=CC=CC=4)[C@H:81]3[O:82]C(=O)C3C=CC=CC=3)[C@H:68]([O:69]C(=O)C3C=CC=CC=3)[C@H:58]2[O:59]C(=O)C2C=CC=CC=2)[C@@H:45]([CH2:135][O:136][CH2:137][C:138]2[CH:143]=[CH:142][CH:141]=[CH:140][CH:139]=2)[O:44][C@@H:10]1[O:11][C@H:12]1[C@H:16]([O:17][CH2:18][C:19]2[CH:24]=[CH:23][CH:22]=[CH:21][CH:20]=2)[CH2:15][N:14]([C:25]([O:27][CH2:28][C:29]2[CH:34]=[CH:33][CH:32]=[CH:31][CH:30]=2)=[O:26])[C@@H:13]1[CH2:35][O:36][CH2:37][C:38]1[CH:43]=[CH:42][CH:41]=[CH:40][CH:39]=1)[C:2]1[CH:7]=[CH:6][CH:5]=[CH:4][CH:3]=1.C(=O)([O-])[O-].[K+].[K+]. The catalyst is CO.C(OCC)(=O)C. The product is [CH2:1]([O:8][C@@H:9]1[C@@H:47]([O:48][CH2:49][C:50]2[CH:55]=[CH:54][CH:53]=[CH:52][CH:51]=2)[C@@H:46]([O:56][C@@H:57]2[O:124][C@H:123]([CH2:125][OH:126])[C@@H:78]([O:79][C@@H:80]3[O:112][C@H:111]([CH2:113][OH:114])[C@@H:101]([OH:102])[C@H:91]([OH:92])[C@H:81]3[OH:82])[C@H:68]([OH:69])[C@H:58]2[OH:59])[C@@H:45]([CH2:135][O:136][CH2:137][C:138]2[CH:139]=[CH:140][CH:141]=[CH:142][CH:143]=2)[O:44][C@@H:10]1[O:11][C@H:12]1[C@H:16]([O:17][CH2:18][C:19]2[CH:24]=[CH:23][CH:22]=[CH:21][CH:20]=2)[CH2:15][N:14]([C:25]([O:27][CH2:28][C:29]2[CH:34]=[CH:33][CH:32]=[CH:31][CH:30]=2)=[O:26])[C@@H:13]1[CH2:35][O:36][CH2:37][C:38]1[CH:39]=[CH:40][CH:41]=[CH:42][CH:43]=1)[C:2]1[CH:7]=[CH:6][CH:5]=[CH:4][CH:3]=1. The yield is 0.610. (3) The product is [CH2:1]([C:3]1[CH:4]=[C:5]2[C:9](=[CH:10][CH:11]=1)[NH:8][CH:7]=[C:6]2[CH2:13][N:14]([CH3:16])[CH3:15])[CH3:2]. The yield is 0.970. The reactants are [CH2:1]([C:3]1[CH:4]=[C:5]2[C:9](=[CH:10][CH:11]=1)[NH:8][CH:7]=[CH:6]2)[CH3:2].Cl.[CH3:13][NH:14][CH3:15].[CH2:16]=O. The catalyst is C(O)(C)C. (4) The reactants are Cl[S:2]([N:5]=C=O)(=[O:4])=[O:3].C(O)=O.[NH2:11][C:12]1[CH:19]=[CH:18][CH:17]=[C:16]([O:20][CH2:21][C:22]2[CH:27]=[CH:26][C:25]([O:28][CH3:29])=[CH:24][CH:23]=2)[C:13]=1[C:14]#[N:15].CCN(CC)CC. The catalyst is C(Cl)Cl. The product is [S:2]([NH:11][C:12]1[CH:19]=[CH:18][CH:17]=[C:16]([O:20][CH2:21][C:22]2[CH:23]=[CH:24][C:25]([O:28][CH3:29])=[CH:26][CH:27]=2)[C:13]=1[C:14]#[N:15])(=[O:4])(=[O:3])[NH2:5]. The yield is 0.520. (5) The product is [CH2:6]([O:8][C:9]([C:11]1[CH:12]=[C:13]([O:15][C:1](=[O:3])[CH3:2])[C:21]2[CH:20]=[C:19]([CH3:22])[S:18][C:17]=2[CH:16]=1)=[O:10])[CH3:7]. The reactants are [C:1]([O-])(=[O:3])[CH3:2].[Na+].[CH2:6]([O:8][C:9]([C:11](=[CH:16][C:17]1[S:18][C:19]([CH3:22])=[CH:20][CH:21]=1)[CH2:12][C:13]([OH:15])=O)=[O:10])[CH3:7]. The yield is 0.610. The catalyst is C(OC(=O)C)(=O)C.ClCCl. (6) The reactants are Cl.O1CCOCC1.C(OC(=O)[NH:14][C:15]1[CH:20]=[CH:19][C:18]([C:21](=[O:41])[NH:22][C@H:23]2[C:26]([CH3:28])([CH3:27])[C@H:25]([O:29][C:30]3[CH:35]=[CH:34][C:33]([C:36]#[N:37])=[C:32]([Cl:38])[CH:31]=3)[C:24]2([CH3:40])[CH3:39])=[CH:17][CH:16]=1)(C)(C)C. The catalyst is CO. The product is [NH2:14][C:15]1[CH:16]=[CH:17][C:18]([C:21]([NH:22][C@H:23]2[C:26]([CH3:28])([CH3:27])[C@H:25]([O:29][C:30]3[CH:35]=[CH:34][C:33]([C:36]#[N:37])=[C:32]([Cl:38])[CH:31]=3)[C:24]2([CH3:40])[CH3:39])=[O:41])=[CH:19][CH:20]=1. The yield is 0.750. (7) The reactants are [N:1]1[CH:6]=[CH:5][CH:4]=[CH:3][C:2]=1[C:7]1[N:12]=[CH:11][C:10]([C:13]([OH:15])=O)=[CH:9][N:8]=1.CN(C(ON1N=NC2C=CC(=CC1=2)Cl)=[N+](C)C)C.F[P-](F)(F)(F)(F)F.CCN(C(C)C)C(C)C.[F:50][C:51]1[CH:52]=[C:53]2[C:57](=[CH:58][CH:59]=1)[N:56]([NH2:60])[C:55]([CH3:61])=[CH:54]2. The catalyst is CN(C=O)C.O.CCOC(C)=O. The product is [F:50][C:51]1[CH:52]=[C:53]2[C:57](=[CH:58][CH:59]=1)[N:56]([NH:60][C:13]([C:10]1[CH:11]=[N:12][C:7]([C:2]3[CH:3]=[CH:4][CH:5]=[CH:6][N:1]=3)=[N:8][CH:9]=1)=[O:15])[C:55]([CH3:61])=[CH:54]2. The yield is 0.180.